From a dataset of Full USPTO retrosynthesis dataset with 1.9M reactions from patents (1976-2016). Predict the reactants needed to synthesize the given product. (1) Given the product [Br:14][C:15]1[CH:24]=[CH:23][CH:22]=[C:21]2[C:16]=1[CH2:17][CH2:18][N:19]([C:11]([C:9]1[CH:10]=[C:5]3[N:4]=[CH:3][C:2]([Cl:1])=[CH:7][N:6]3[N:8]=1)=[O:13])[CH2:20]2, predict the reactants needed to synthesize it. The reactants are: [Cl:1][C:2]1[CH:3]=[N:4][C:5]2[N:6]([N:8]=[C:9]([C:11]([OH:13])=O)[CH:10]=2)[CH:7]=1.[Br:14][C:15]1[CH:24]=[CH:23][CH:22]=[C:21]2[C:16]=1[CH2:17][CH2:18][NH:19][CH2:20]2. (2) Given the product [CH:1]([OH:3])=[O:2].[CH2:32]([C:34]1([CH2:42][CH3:43])[CH2:38][CH:37]([CH2:39][N:78]2[CH2:79][CH2:80][N:75]([C:72]3[CH:73]=[CH:74][C:69]([CH3:81])=[CH:70][CH:71]=3)[CH2:76][CH2:77]2)[O:36][C:35]1=[O:41])[CH3:33], predict the reactants needed to synthesize it. The reactants are: [CH:1]([OH:3])=[O:2].C(C1C=CC=CC=1N1CCN(CCC2C3(CCCCC3)CC(=O)O2)CC1)(C)C.[CH2:32]([C:34]1([CH2:42][CH3:43])[CH2:38][CH:37]([CH2:39]I)[O:36][C:35]1=[O:41])[CH3:33].CC1C=CC(S(OCCCC2CC3(CCCCC3)C(=O)O2)(=O)=O)=CC=1.[C:69]1([CH3:81])[CH:74]=[CH:73][C:72]([N:75]2[CH2:80][CH2:79][NH:78][CH2:77][CH2:76]2)=[CH:71][CH:70]=1.C(C1C=CC=CC=1N1CCNCC1)(C)C. (3) Given the product [CH3:26][N:24]([CH3:25])[C:20]1[C:19]2[C:13]3[N:12]=[CH:11][N:10]([C:6]4[CH:7]=[CH:8][CH:9]=[C:4](/[C:1](=[N:30]/[O:28][CH3:29])/[CH3:2])[CH:5]=4)[C:15](=[O:16])[C:14]=3[S:17][C:18]=2[N:23]=[CH:22][CH:21]=1, predict the reactants needed to synthesize it. The reactants are: [C:1]([C:4]1[CH:5]=[C:6]([N:10]2[C:15](=[O:16])[C:14]3[S:17][C:18]4[N:23]=[CH:22][CH:21]=[C:20]([N:24]([CH3:26])[CH3:25])[C:19]=4[C:13]=3[N:12]=[CH:11]2)[CH:7]=[CH:8][CH:9]=1)(=O)[CH3:2].Cl.[O:28]([NH2:30])[CH3:29]. (4) The reactants are: Cl[CH2:2][C:3]1[N:4]=[C:5]2[S:12][CH:11]=[C:10]([CH3:13])[N:6]2[C:7](=[O:9])[CH:8]=1.ClCC1N(C)N=C(C)N=1.[Cl:23][C:24]1[CH:25]=[C:26]([CH2:35][CH2:36][C:37]2([CH:45]3[CH2:49][CH2:48][CH2:47][CH2:46]3)[O:42][C:41](=[O:43])[CH2:40][C:39](=[O:44])[CH2:38]2)[CH:27]=[CH:28][C:29]=1[O:30][CH2:31][CH:32]1[CH2:34][CH2:33]1. Given the product [Cl:23][C:24]1[CH:25]=[C:26]([CH2:35][CH2:36][C:37]2([CH:45]3[CH2:49][CH2:48][CH2:47][CH2:46]3)[O:42][C:41](=[O:43])[C:40]([CH2:2][C:3]3[N:4]=[C:5]4[S:12][CH:11]=[C:10]([CH3:13])[N:6]4[C:7](=[O:9])[CH:8]=3)=[C:39]([OH:44])[CH2:38]2)[CH:27]=[CH:28][C:29]=1[O:30][CH2:31][CH:32]1[CH2:34][CH2:33]1, predict the reactants needed to synthesize it. (5) Given the product [C:12]([O:14][CH2:33][CH2:32][C:26]1[CH:31]=[CH:30][CH:29]=[CH:28][CH:27]=1)(=[O:13])[C:11]1[CH:9]=[CH:8][CH:7]=[CH:6][CH:18]=1, predict the reactants needed to synthesize it. The reactants are: [CH2:6]([Sn](=O)[CH2:6][CH2:7][CH2:8][CH3:9])[CH2:7][CH2:8][CH3:9].[C:11]([O-])(=O)[C:12]([O-:14])=[O:13].[Sn+4].[C:18]([O-])(=O)C([O-])=O.[OH-].[K+].[C:26]1([CH2:32][CH2:33]O)[CH:31]=[CH:30][CH:29]=[CH:28][CH:27]=1. (6) Given the product [OH:9][C:4]1[CH:3]=[C:2]([S:1][CH2:16][C:17](=[O:23])[CH2:18][C:19]([O:21][CH3:22])=[O:20])[CH:7]=[C:6]([OH:8])[CH:5]=1, predict the reactants needed to synthesize it. The reactants are: [SH:1][C:2]1[CH:3]=[C:4]([OH:9])[CH:5]=[C:6]([OH:8])[CH:7]=1.CN(C=O)C.Cl[CH2:16][C:17](=[O:23])[CH2:18][C:19]([O:21][CH3:22])=[O:20]. (7) Given the product [Br:5][C:6]1[CH:7]=[C:8]([CH2:11][NH:2][CH3:1])[S:9][CH:10]=1, predict the reactants needed to synthesize it. The reactants are: [C:1]([BH3-])#[N:2].[Na+].[Br:5][C:6]1[CH:7]=[C:8]([CH:11]=O)[S:9][CH:10]=1.Cl.CN.C(N(CC)CC)C. (8) Given the product [C:1]1([S:7]([C:10]2[CH:17]=[CH:16][CH:15]=[CH:14][C:11]=2[CH2:12][NH2:13])(=[O:9])=[O:8])[CH:6]=[CH:5][CH:4]=[CH:3][CH:2]=1, predict the reactants needed to synthesize it. The reactants are: [C:1]1([S:7]([C:10]2[CH:17]=[CH:16][CH:15]=[CH:14][C:11]=2[C:12]#[N:13])(=[O:9])=[O:8])[CH:6]=[CH:5][CH:4]=[CH:3][CH:2]=1.Cl.O1CCOCC1.